This data is from Full USPTO retrosynthesis dataset with 1.9M reactions from patents (1976-2016). The task is: Predict the reactants needed to synthesize the given product. (1) Given the product [CH2:10]([CH:17]1[CH2:18][CH2:19][C:20]([C:5]2[CH:6]=[CH:7][CH:8]=[C:3]([F:2])[CH:4]=2)([OH:23])[CH2:21][CH2:22]1)[CH2:11][CH2:12][CH2:13][CH2:14][CH2:15][CH3:16], predict the reactants needed to synthesize it. The reactants are: [Mg].[F:2][C:3]1[CH:4]=[C:5](Br)[CH:6]=[CH:7][CH:8]=1.[CH2:10]([CH:17]1[CH2:22][CH2:21][C:20](=[O:23])[CH2:19][CH2:18]1)[CH2:11][CH2:12][CH2:13][CH2:14][CH2:15][CH3:16].Cl. (2) The reactants are: [F:1][C:2]1[CH:3]=[C:4]([CH:7]=[CH:8][C:9]=1F)[CH:5]=[O:6].[F:11][C:12]1[CH:13]=[C:14]([CH:17]=[C:18]([OH:20])[CH:19]=1)[C:15]#[N:16]. Given the product [F:11][C:12]1[CH:13]=[C:14]([CH:17]=[C:18]([O:20][C:9]2[CH:8]=[CH:7][C:4]([CH:5]=[O:6])=[CH:3][C:2]=2[F:1])[CH:19]=1)[C:15]#[N:16], predict the reactants needed to synthesize it. (3) Given the product [F:1][C:2]1[CH:7]=[CH:6][C:5]([F:8])=[CH:4][C:3]=1[N:9]1[C:3]([NH2:9])=[CH:2][C:7]([CH3:6])=[N:10]1, predict the reactants needed to synthesize it. The reactants are: [F:1][C:2]1[CH:7]=[CH:6][C:5]([F:8])=[CH:4][C:3]=1[NH:9][NH2:10].[OH-].[Na+]. (4) Given the product [F:38][C:32]1[CH:33]=[C:34]([F:37])[CH:35]=[CH:36][C:31]=1[C@H:10]1[C@H:11]([C:13]([N:15]2[CH2:20][CH2:19][C@:18]([O:27][CH3:28])([C:21]3[CH:26]=[CH:25][CH:24]=[CH:23][CH:22]=3)[C@@H:17]([O:29][CH3:30])[CH2:16]2)=[O:14])[CH2:12][N:8]([C:5]2[N:4]=[N:3][C:2]([O:43][CH3:42])=[CH:7][CH:6]=2)[CH2:9]1, predict the reactants needed to synthesize it. The reactants are: Cl[C:2]1[N:3]=[N:4][C:5]([N:8]2[CH2:12][C@@H:11]([C:13]([N:15]3[CH2:20][CH2:19][C@:18]([O:27][CH3:28])([C:21]4[CH:26]=[CH:25][CH:24]=[CH:23][CH:22]=4)[C@@H:17]([O:29][CH3:30])[CH2:16]3)=[O:14])[C@H:10]([C:31]3[CH:36]=[CH:35][C:34]([F:37])=[CH:33][C:32]=3[F:38])[CH2:9]2)=[CH:6][CH:7]=1.[Na].[F-].[Cs+].[CH3:42][OH:43]. (5) Given the product [CH3:6][CH2:5][CH2:4][CH:3]([CH3:8])[CH3:2].[CH2:1]([O:9][CH:10]([O:19][CH2:15][CH3:16])[CH2:25][N:22]([C:21]1[CH:7]=[CH:8][CH:3]=[CH:4][CH:5]=1)[C:12](=[O:14])[CH2:11][CH2:10][O:9][CH2:1][CH2:2][C:3]1[CH:4]=[CH:5][CH:6]=[CH:7][CH:8]=1)[CH3:2], predict the reactants needed to synthesize it. The reactants are: [CH2:1]([O:9][CH2:10][CH2:11][C:12]([OH:14])=O)[CH2:2][C:3]1[CH:8]=[CH:7][CH:6]=[CH:5][CH:4]=1.[C:15](Cl)(=[O:19])[C:16](Cl)=O.[CH3:21][N:22]([CH3:25])C=O.